Predict the reactants needed to synthesize the given product. From a dataset of Full USPTO retrosynthesis dataset with 1.9M reactions from patents (1976-2016). (1) Given the product [CH2:1]=[CH:2][C:3]1[CH:8]=[CH:7][CH:6]=[CH:5][CH:4]=1.[CH2:10]=[CH:11][CH:12]=[CH2:13].[CH:15]([Li:9])([CH2:16][CH3:17])[CH3:14], predict the reactants needed to synthesize it. The reactants are: [CH2:1]=[CH:2][C:3]1[CH:8]=[CH:7][CH:6]=[CH:5][CH:4]=1.[Li:9][CH2:10][CH2:11][CH2:12][CH3:13].[CH2:14]=[CH:15][CH:16]=[CH2:17]. (2) Given the product [Br:4][C:5]1[CH:10]=[C:9]([NH:1][C:2]2[S:3][C:20]([C:16]3[CH:17]=[CH:18][CH:19]=[C:14]([O:13][CH2:11][CH3:12])[CH:15]=3)=[N:22][N:23]=2)[CH:8]=[CH:7][CH:6]=1, predict the reactants needed to synthesize it. The reactants are: [N-:1]=[C:2]=[S:3].[Br:4][C:5]1[CH:6]=[CH:7][CH:8]=[CH:9][CH:10]=1.[CH2:11]([O:13][C:14]1[CH:15]=[C:16]([C:20]([NH:22][NH2:23])=O)[CH:17]=[CH:18][CH:19]=1)[CH3:12]. (3) Given the product [CH2:10]([O:12][C:13]([CH2:14][NH:9][C:5]1[CH:6]=[CH:7][CH:8]=[C:3]([C:1]#[CH:2])[CH:4]=1)=[O:16])[CH3:11], predict the reactants needed to synthesize it. The reactants are: [C:1]([C:3]1[CH:4]=[C:5]([NH2:9])[CH:6]=[CH:7][CH:8]=1)#[CH:2].[CH2:10]([O:12][C:13](=[O:16])[CH:14]=O)[CH3:11].C(O)(=O)C.C(O[BH-](OC(=O)C)OC(=O)C)(=O)C.[Na+].C(=O)(O)[O-].[Na+]. (4) Given the product [C:1]([O:5][C:6]([N:8]1[CH2:9][CH2:10][CH:11]([N:27]2[CH2:28][CH2:29][CH2:30][C@@H:26]2[CH3:25])[CH2:12][CH2:13]1)=[O:7])([CH3:2])([CH3:3])[CH3:4], predict the reactants needed to synthesize it. The reactants are: [C:1]([O:5][C:6]([N:8]1[CH2:13][CH2:12][CH:11](OS(C2C=CC(C)=CC=2)(=O)=O)[CH2:10][CH2:9]1)=[O:7])([CH3:4])([CH3:3])[CH3:2].[CH3:25][C@H:26]1[CH2:30][CH2:29][CH2:28][NH:27]1.C([O-])([O-])=O.[K+].[K+]. (5) The reactants are: [F:1][C:2]([F:32])([F:31])[C:3]1([CH2:7][N:8]2[CH2:13][CH2:12][CH:11]([CH2:14][O:15][C:16]3[CH:21]=[CH:20][C:19]([C:22]4[CH:27]=[CH:26][C:25]([C:28](O)=[O:29])=[CH:24][CH:23]=4)=[CH:18][CH:17]=3)[CH2:10][CH2:9]2)[CH2:6][CH2:5][CH2:4]1.[NH:33]1[CH2:39][CH2:38][CH2:37][C@@H:34]1[CH2:35][OH:36].C1CN([P+](ON2N=NC3C=CC=CC2=3)(N2CCCC2)N2CCCC2)CC1.F[P-](F)(F)(F)(F)F.CCN(C(C)C)C(C)C. Given the product [OH:36][CH2:35][C@H:34]1[CH2:37][CH2:38][CH2:39][N:33]1[C:28]([C:25]1[CH:24]=[CH:23][C:22]([C:19]2[CH:20]=[CH:21][C:16]([O:15][CH2:14][CH:11]3[CH2:10][CH2:9][N:8]([CH2:7][C:3]4([C:2]([F:32])([F:1])[F:31])[CH2:4][CH2:5][CH2:6]4)[CH2:13][CH2:12]3)=[CH:17][CH:18]=2)=[CH:27][CH:26]=1)=[O:29], predict the reactants needed to synthesize it. (6) Given the product [CH3:36][CH:10]1[CH2:9][C:23](=[O:24])[N:22]2[CH2:25][CH2:26][CH2:27][CH:21]2[C:20](=[O:29])[NH:19][C:18]2([C:31]([OH:33])=[O:32])[CH2:30][CH:17]2[CH:16]=[CH:15][CH2:14][CH2:13][CH:12]([CH3:35])[CH2:11]1, predict the reactants needed to synthesize it. The reactants are: C(OC(N[C@@H:9]1[C:23](=[O:24])[N:22]2[CH2:25][C@H:26](O)[CH2:27][C@H:21]2[C:20](=[O:29])[NH:19][C@:18]2([C:31]([O:33]C)=[O:32])[CH2:30][C@H:17]2[CH:16]=[CH:15][CH2:14][CH2:13][CH:12]([CH3:35])[CH2:11][C@H:10]1[CH3:36])=O)(C)(C)C.FC1C2C(=CC=CC=2)C(OC)=CN=1.CC([O-])(C)C.[K+]. (7) The reactants are: C[O:2][C:3]([C:5]1[N:9]2[CH:10]=[C:11]([F:14])[CH:12]=[CH:13][C:8]2=[CH:7][N:6]=1)=O.[H-].[Al+3].[Li+].[H-].[H-].[H-].O.O.O.O.O.O.O.O.O.O.S([O-])([O-])(=O)=O.[Na+].[Na+]. Given the product [F:14][C:11]1[CH:12]=[CH:13][C:8]2[N:9]([C:5]([CH2:3][OH:2])=[N:6][CH:7]=2)[CH:10]=1, predict the reactants needed to synthesize it.